Predict which catalyst facilitates the given reaction. From a dataset of Catalyst prediction with 721,799 reactions and 888 catalyst types from USPTO. (1) Reactant: C([O:3][C:4]([C:6]1[S:10][C:9]([C:11]2[CH:16]=[CH:15][C:14]([C:17]([F:20])([F:19])[F:18])=[CH:13][CH:12]=2)=[N:8][C:7]=1[CH2:21][N:22]1[CH2:27][CH2:26][O:25][CH2:24][CH2:23]1)=O)C.[H-].[Al+3].[Li+].[H-].[H-].[H-].O. Product: [N:22]1([CH2:21][C:7]2[N:8]=[C:9]([C:11]3[CH:12]=[CH:13][C:14]([C:17]([F:19])([F:18])[F:20])=[CH:15][CH:16]=3)[S:10][C:6]=2[CH2:4][OH:3])[CH2:27][CH2:26][O:25][CH2:24][CH2:23]1. The catalyst class is: 7. (2) Reactant: [CH2:1]([O:3][C:4]([CH2:6][O:7][C:8](=[O:19])[C:9](=[C:11]1[CH2:16][CH2:15][CH2:14][C:13]([CH3:18])([CH3:17])[CH2:12]1)[CH3:10])=[O:5])[CH3:2]. Product: [CH2:1]([O:3][C:4]([CH2:6][O:7][C:8](=[O:19])[CH:9]([CH:11]1[CH2:16][CH2:15][CH2:14][C:13]([CH3:17])([CH3:18])[CH2:12]1)[CH3:10])=[O:5])[CH3:2]. The catalyst class is: 99. (3) Reactant: C([Li])CCC.[F:6][C:7]([F:15])([F:14])[CH:8]([OH:13])[C:9]([F:12])(F)[F:10].[CH:16]12[CH2:22][CH:19]([CH:20]=[CH:21]1)[CH2:18][CH:17]2[C:23]([O:25][CH2:26][C:27](=[O:29])[CH3:28])=[O:24].Cl.[O:31]1CCCC1. Product: [CH:16]12[CH2:22][CH:19]([CH:20]=[CH:21]1)[CH2:18][CH:17]2[C:23]([O:25][CH2:26][C:27]([CH3:28])([OH:29])[C:9]([F:12])([F:10])[C:8]([OH:31])([OH:13])[C:7]([F:15])([F:14])[F:6])=[O:24]. The catalyst class is: 81. (4) Reactant: [CH2:1]([N:4]([CH2:27][CH2:28][CH3:29])[CH2:5][CH2:6][CH2:7][CH2:8][NH:9][C:10]([NH:12][C:13]1[CH:18]=[CH:17][C:16]([CH2:19][NH:20][CH2:21][C:22]2[NH:23][CH:24]=[CH:25][N:26]=2)=[CH:15][CH:14]=1)=[S:11])[CH2:2][CH3:3].[CH3:30][N:31]1[CH:35]=[CH:34][N:33]=[C:32]1[CH:36]=O.C([BH3-])#N.[Na+].C(O)(=O)C. Product: [CH2:27]([N:4]([CH2:1][CH2:2][CH3:3])[CH2:5][CH2:6][CH2:7][CH2:8][NH:9][C:10]([NH:12][C:13]1[CH:14]=[CH:15][C:16]([CH2:19][N:20]([CH2:21][C:22]2[NH:26][CH:25]=[CH:24][N:23]=2)[CH2:36][C:32]2[N:31]([CH3:30])[CH:35]=[CH:34][N:33]=2)=[CH:17][CH:18]=1)=[S:11])[CH2:28][CH3:29]. The catalyst class is: 5. (5) Reactant: C(O[C:5](=[O:7])[CH3:6])(=O)C.[Cl:8][C:9]1[CH:23]=[CH:22][C:21]2[N:20]3[C:16](=[N:17][N:18]=[C:19]3[CH:24]3[CH2:29][CH2:28][N:27]([C:30]4[CH:35]=[CH:34][CH:33]=[CH:32][N:31]=4)[CH2:26][CH2:25]3)[CH2:15][NH:14][CH2:13][CH2:12][C:11]=2[CH:10]=1.C(N(CC)CC)C. Product: [Cl:8][C:9]1[CH:23]=[CH:22][C:21]2[N:20]3[C:16](=[N:17][N:18]=[C:19]3[CH:24]3[CH2:25][CH2:26][N:27]([C:30]4[CH:35]=[CH:34][CH:33]=[CH:32][N:31]=4)[CH2:28][CH2:29]3)[CH2:15][N:14]([C:5](=[O:7])[CH3:6])[CH2:13][CH2:12][C:11]=2[CH:10]=1. The catalyst class is: 4. (6) Reactant: [F:1][C:2]1[CH:3]=[C:4]([CH:31]=[CH:32][C:33]=1[NH:34][C:35]([C:37]1([C:40](=[O:49])[NH:41][C:42]2[CH:47]=[CH:46][C:45]([F:48])=[CH:44][CH:43]=2)[CH2:39][CH2:38]1)=[O:36])[O:5][C:6]1[CH:11]=[CH:10][N:9]=[C:8]([N:12](C(OC2C=CC=CC=2)=O)[C:13](=O)[O:14]C2C=CC=CC=2)[CH:7]=1.Cl.Cl.[N:52]1([CH2:56][CH:57]2[CH2:62][CH2:61][NH:60][CH2:59][CH2:58]2)[CH2:55][CH2:54][CH2:53]1. Product: [N:52]1([CH2:56][CH:57]2[CH2:62][CH2:61][N:60]([C:13]([NH:12][C:8]3[CH:7]=[C:6]([O:5][C:4]4[CH:31]=[CH:32][C:33]([NH:34][C:35]([C:37]5([C:40]([NH:41][C:42]6[CH:43]=[CH:44][C:45]([F:48])=[CH:46][CH:47]=6)=[O:49])[CH2:39][CH2:38]5)=[O:36])=[C:2]([F:1])[CH:3]=4)[CH:11]=[CH:10][N:9]=3)=[O:14])[CH2:59][CH2:58]2)[CH2:55][CH2:54][CH2:53]1. The catalyst class is: 9. (7) Reactant: [C:1]([O:5][C:6](=[O:12])[C:7]([C:10]#[N:11])([CH3:9])[CH3:8])([CH3:4])([CH3:3])[CH3:2]. Product: [C:1]([O:5][C:6](=[O:12])[C:7]([CH3:9])([CH3:8])[CH2:10][NH2:11])([CH3:4])([CH3:2])[CH3:3]. The catalyst class is: 94. (8) Reactant: CC1(C)C(C)(C)OB([C:9]2[S:10][CH:11]=[CH:12][C:13]=2[CH3:14])O1.Br[C:17]1[CH:22]=[CH:21][C:20]([F:23])=[CH:19][CH:18]=1.C([O-])([O-])=O.[Na+].[Na+]. Product: [F:23][C:20]1[CH:21]=[CH:22][C:17]([C:9]2[S:10][CH:11]=[CH:12][C:13]=2[CH3:14])=[CH:18][CH:19]=1. The catalyst class is: 11.